From a dataset of hERG potassium channel inhibition data for cardiac toxicity prediction from Karim et al.. Regression/Classification. Given a drug SMILES string, predict its toxicity properties. Task type varies by dataset: regression for continuous values (e.g., LD50, hERG inhibition percentage) or binary classification for toxic/non-toxic outcomes (e.g., AMES mutagenicity, cardiotoxicity, hepatotoxicity). Dataset: herg_karim. (1) The result is 1 (blocker). The compound is O=C(Nc1ccccc1)c1[nH]c2cc(F)ccc2c1[C@@H]1C[NH2+]CC[C@@H]1F. (2) The drug is Cc1cc(=O)n(C[C@H](N)C2CCC(NCc3ccc4c(n3)NC(=O)CO4)CC2)c2cc(F)ccc12. The result is 0 (non-blocker). (3) The molecule is N#Cc1ccc(N2CC[C@@H](Nc3c(C(N)=O)cnc4[nH]ccc34)[C@@H](F)C2)nc1. The result is 0 (non-blocker). (4) The compound is CN1CCC(COCc2cc(C(F)(F)F)cc(C#N)n2)(c2ccccc2)CC1. The result is 0 (non-blocker). (5) The compound is C[C@@H](c1ccc(-c2ccc(O)nc2)cc1)[C@H](N)C(=O)N1CC[C@H](F)C1.O=C(O)C(F)(F)F. The result is 1 (blocker). (6) The molecule is O[C@@H](c1cc(C(F)(F)F)nc2c(C(F)(F)F)cccc12)[C@H]1CCCCN1. The result is 1 (blocker). (7) The compound is CCCN(c1cccc(S(C)(=O)=O)c1)P(=O)(c1ccccc1)c1ccccc1. The result is 0 (non-blocker).